From a dataset of Catalyst prediction with 721,799 reactions and 888 catalyst types from USPTO. Predict which catalyst facilitates the given reaction. (1) Reactant: [C:1]([O:5][C:6]([N:8]1[CH:13]([CH2:14][CH3:15])[CH2:12][CH:11]([N:16]([CH2:21][C:22]2[CH:27]=[C:26]([C:28]([F:31])([F:30])[F:29])[CH:25]=[C:24]([C:32]([F:35])([F:34])[F:33])[CH:23]=2)[C:17]([O:19][CH3:20])=[O:18])[CH2:10][CH:9]1[CH2:36][C:37]([OH:39])=O)=[O:7])([CH3:4])([CH3:3])[CH3:2].C[CH2:41][N:42](C(C)C)C(C)C.ClC(OCC(C)C)=O.CN. Product: [C:1]([O:5][C:6]([N:8]1[CH:9]([CH2:36][C:37](=[O:39])[NH:42][CH3:41])[CH2:10][CH:11]([N:16]([CH2:21][C:22]2[CH:27]=[C:26]([C:28]([F:31])([F:29])[F:30])[CH:25]=[C:24]([C:32]([F:34])([F:33])[F:35])[CH:23]=2)[C:17]([O:19][CH3:20])=[O:18])[CH2:12][CH:13]1[CH2:14][CH3:15])=[O:7])([CH3:2])([CH3:3])[CH3:4]. The catalyst class is: 1. (2) Reactant: [Cl:1][C:2]1[C:3]([F:49])=[C:4]([C:14]2[N:15]=[CH:16][N:17]([C@@H:21]3[C:37]4[CH:38]=[C:33]([CH:34]=[CH:35][N:36]=4)[C:32]4[N:31](COCC[Si](C)(C)C)[N:30]=[CH:29][C:28]=4[NH:27][C:26](=[O:47])[C@H:25]([CH3:48])[CH2:24][CH2:23][CH2:22]3)[C:18](=[O:20])[CH:19]=2)[C:5]([N:8]2[CH:12]=[C:11]([Cl:13])[N:10]=[N:9]2)=[CH:6][CH:7]=1.[C:50]([OH:56])([C:52]([F:55])([F:54])[F:53])=[O:51]. Product: [F:53][C:52]([F:55])([F:54])[C:50]([OH:56])=[O:51].[Cl:1][C:2]1[C:3]([F:49])=[C:4]([C:14]2[N:15]=[CH:16][N:17]([C@@H:21]3[C:37]4[CH:38]=[C:33]([CH:34]=[CH:35][N:36]=4)[C:32]4[NH:31][N:30]=[CH:29][C:28]=4[NH:27][C:26](=[O:47])[C@H:25]([CH3:48])[CH2:24][CH2:23][CH2:22]3)[C:18](=[O:20])[CH:19]=2)[C:5]([N:8]2[CH:12]=[C:11]([Cl:13])[N:10]=[N:9]2)=[CH:6][CH:7]=1. The catalyst class is: 2. (3) Reactant: [OH:1][CH2:2][C@@H:3]([NH:18]C(=O)OC(C)(C)C)[C@H:4]([C:8]1[CH:13]=[CH:12][C:11]([C:14]([F:17])([F:16])[F:15])=[CH:10][CH:9]=1)/[CH:5]=[CH:6]/[CH3:7].C(O)(C(F)(F)F)=O. Product: [NH2:18][C@@H:3]([C@H:4]([C:8]1[CH:9]=[CH:10][C:11]([C:14]([F:15])([F:16])[F:17])=[CH:12][CH:13]=1)/[CH:5]=[CH:6]/[CH3:7])[CH2:2][OH:1]. The catalyst class is: 2. (4) Reactant: C([O:4][CH2:5][C:6]1[C:15]([CH3:16])=[C:14]([O:17][CH2:18][C:19]2[CH:24]=[CH:23][CH:22]=[CH:21][CH:20]=2)[C:13]2[C:8](=[CH:9][CH:10]=[C:11]([CH3:25])[CH:12]=2)[N:7]=1)(=O)C.[OH-].[Na+]. Product: [CH2:18]([O:17][C:14]1[C:13]2[C:8](=[CH:9][CH:10]=[C:11]([CH3:25])[CH:12]=2)[N:7]=[C:6]([CH2:5][OH:4])[C:15]=1[CH3:16])[C:19]1[CH:20]=[CH:21][CH:22]=[CH:23][CH:24]=1. The catalyst class is: 36. (5) Reactant: [CH3:1][N:2]([CH3:12])[C:3]1[CH:11]=[CH:10][C:6]([C:7]([NH2:9])=[S:8])=[CH:5][CH:4]=1.Br[C:14]1[C:15](=O)[CH2:16][CH2:17][C:18]=1[OH:19]. Product: [CH3:1][N:2]([CH3:12])[C:3]1[CH:11]=[CH:10][C:6]([C:7]2[S:8][C:14]3[C:18](=[O:19])[CH2:17][CH2:16][C:15]=3[N:9]=2)=[CH:5][CH:4]=1. The catalyst class is: 17. (6) Reactant: [C:1]([O:5][C:6]([NH:8][C@H:9]([C:22]([OH:24])=O)[CH2:10][CH2:11][CH2:12][CH2:13][NH:14][C:15]([O:17][C:18]([CH3:21])([CH3:20])[CH3:19])=[O:16])=[O:7])([CH3:4])([CH3:3])[CH3:2].Cl.CN(C)CCCN=C=NCC.O.ON1C2C=CC=CC=2N=N1.C(N(CC)C(C)C)(C)C.FC(F)(F)C(O)=O.[NH2:64][C@H:65]([C:67]([O:69][CH2:70][CH2:71][O:72][C:73]1[CH:78]=[CH:77][C:76]([C:79]2[C:84]([C:85]#[N:86])=[C:83]([S:87][CH2:88][C:89]3[N:90]=[C:91]([C:94]4[CH:99]=[CH:98][C:97]([Cl:100])=[CH:96][CH:95]=4)[S:92][CH:93]=3)[N:82]=[C:81]([N:101]3[CH2:104][CH2:103][CH2:102]3)[C:80]=2[C:105]#[N:106])=[CH:75][CH:74]=1)=[O:68])[CH3:66]. Product: [C:1]([O:5][C:6]([NH:8][C@H:9]([C:22]([NH:64][C@H:65]([C:67]([O:69][CH2:70][CH2:71][O:72][C:73]1[CH:78]=[CH:77][C:76]([C:79]2[C:84]([C:85]#[N:86])=[C:83]([S:87][CH2:88][C:89]3[N:90]=[C:91]([C:94]4[CH:95]=[CH:96][C:97]([Cl:100])=[CH:98][CH:99]=4)[S:92][CH:93]=3)[N:82]=[C:81]([N:101]3[CH2:102][CH2:103][CH2:104]3)[C:80]=2[C:105]#[N:106])=[CH:75][CH:74]=1)=[O:68])[CH3:66])=[O:24])[CH2:10][CH2:11][CH2:12][CH2:13][NH:14][C:15]([O:17][C:18]([CH3:19])([CH3:20])[CH3:21])=[O:16])=[O:7])([CH3:2])([CH3:3])[CH3:4]. The catalyst class is: 3. (7) Reactant: [Cl:1][C:2]1[CH:3]=[C:4]([N:10]2[C:14]([CH3:15])=[C:13]([O:16][C:17]3[CH:22]=[CH:21][C:20]([C:23]([NH:25][CH2:26][C:27](O)=[O:28])=[O:24])=[CH:19][CH:18]=3)[C:12]([CH3:30])=[N:11]2)[CH:5]=[CH:6][C:7]=1[C:8]#[N:9].O[N:32]1[C:36]2C=CC=CC=2N=N1.CN.C1COCC1.Cl.CN(C)CCCN=C=NCC.Cl. Product: [Cl:1][C:2]1[CH:3]=[C:4]([N:10]2[C:14]([CH3:15])=[C:13]([O:16][C:17]3[CH:22]=[CH:21][C:20]([C:23]([NH:25][CH2:26][C:27]([NH:32][CH3:36])=[O:28])=[O:24])=[CH:19][CH:18]=3)[C:12]([CH3:30])=[N:11]2)[CH:5]=[CH:6][C:7]=1[C:8]#[N:9]. The catalyst class is: 3. (8) Reactant: [CH:1]([C:3]1[NH:4][C:5]2[C:10]([C:11]=1[C:12]([O:14][CH3:15])=[O:13])=[CH:9][CH:8]=[CH:7][CH:6]=2)=[CH2:2]. Product: [CH2:1]([C:3]1[NH:4][C:5]2[C:10]([C:11]=1[C:12]([O:14][CH3:15])=[O:13])=[CH:9][CH:8]=[CH:7][CH:6]=2)[CH3:2]. The catalyst class is: 43. (9) Reactant: [CH3:1][O:2][C:3]1[C:8]([C:9]2[CH:14]=[CH:13][C:12]([O:15][C:16]3[CH:21]=[CH:20][N:19]=[C:18]([C:22]4[CH:23]=[N:24][N:25]([CH3:27])[CH:26]=4)[CH:17]=3)=[C:11]([CH3:28])[N:10]=2)=[CH:7][N:6]=[C:5](SC)[N:4]=1.C1C=C(Cl)C=C(C(OO)=O)C=1.[C:42]([NH2:46])([CH3:45])([CH3:44])[CH3:43]. Product: [C:42]([NH:46][C:5]1[N:4]=[C:3]([O:2][CH3:1])[C:8]([C:9]2[CH:14]=[CH:13][C:12]([O:15][C:16]3[CH:21]=[CH:20][N:19]=[C:18]([C:22]4[CH:23]=[N:24][N:25]([CH3:27])[CH:26]=4)[CH:17]=3)=[C:11]([CH3:28])[N:10]=2)=[CH:7][N:6]=1)([CH3:45])([CH3:44])[CH3:43]. The catalyst class is: 2. (10) Reactant: [Cl:1][C:2]1[C:10]2[C:5](=[CH:6][C:7]([S:11]([N:14]3[CH2:19][C:18](=[O:20])[N:17]([CH2:21][CH:22]4[CH2:27][CH2:26][N:25]([C:28]5[CH:33]=[CH:32][C:31](=[O:34])[N:30]([CH3:35])[N:29]=5)[CH2:24][CH2:23]4)[CH:16]([C:36](O)=[O:37])[CH2:15]3)(=[O:13])=[O:12])=[CH:8][CH:9]=2)[NH:4][CH:3]=1.[CH:39]([N:42](C(C)C)CC)([CH3:41])[CH3:40].F[B-](F)(F)F.N1(OC(N(C)C)=[N+](C)C)C2C=CC=CC=2N=N1.C(NC(C)C)(C)C.C(N)(C)C. Product: [CH:39]([NH:42][C:36]([C@@H:16]1[CH2:15][N:14]([S:11]([C:7]2[CH:6]=[C:5]3[C:10]([C:2]([Cl:1])=[CH:3][NH:4]3)=[CH:9][CH:8]=2)(=[O:13])=[O:12])[CH2:19][C:18](=[O:20])[N:17]1[CH2:21][CH:22]1[CH2:23][CH2:24][N:25]([C:28]2[CH:33]=[CH:32][C:31](=[O:34])[N:30]([CH3:35])[N:29]=2)[CH2:26][CH2:27]1)=[O:37])([CH3:41])[CH3:40]. The catalyst class is: 9.